Dataset: Forward reaction prediction with 1.9M reactions from USPTO patents (1976-2016). Task: Predict the product of the given reaction. The product is: [Cl:1][C:2]1[C:3]([CH3:15])=[CH:4][C:5]([CH2:9][C@@H:10]([OH:14])[C:11]([OH:13])=[O:12])=[CH:6][C:7]=1[CH3:8]. Given the reactants [Cl:1][C:2]1[C:7]([CH3:8])=[CH:6][C:5]([CH2:9][C:10](=[O:14])[C:11]([OH:13])=[O:12])=[CH:4][C:3]=1[CH3:15].C(N(CC)CC)C.[OH-].[Na+].CC(OC)(C)C, predict the reaction product.